Dataset: Forward reaction prediction with 1.9M reactions from USPTO patents (1976-2016). Task: Predict the product of the given reaction. (1) Given the reactants [CH2:1]([O:3][C:4](=[O:18])[CH2:5][C@@H:6]([NH:10][C:11]1[CH:16]=[CH:15][CH:14]=[CH:13][C:12]=1[NH2:17])[CH2:7][CH2:8][CH3:9])[CH3:2].[C:19](C1NC=CN=1)(C1NC=CN=1)=[O:20], predict the reaction product. The product is: [CH2:1]([O:3][C:4](=[O:18])[CH2:5][C@@H:6]([N:10]1[C:11]2[CH:16]=[CH:15][CH:14]=[CH:13][C:12]=2[NH:17][C:19]1=[O:20])[CH2:7][CH2:8][CH3:9])[CH3:2]. (2) Given the reactants O.[NH2:2][NH2:3].F[C:5]1[C:12]([I:13])=[C:11]([CH3:14])[CH:10]=[CH:9][C:6]=1[C:7]#[N:8].O, predict the reaction product. The product is: [I:13][C:12]1[C:11]([CH3:14])=[CH:10][CH:9]=[C:6]2[C:5]=1[NH:3][N:2]=[C:7]2[NH2:8]. (3) Given the reactants [CH2:1]([N:8]1[C:13](=O)[CH2:12][O:11][C@@H:10]([CH3:15])[C@@H:9]1[C:16]([O:18][CH2:19][CH3:20])=[O:17])[C:2]1[CH:7]=[CH:6][CH:5]=[CH:4][CH:3]=1, predict the reaction product. The product is: [CH2:1]([N:8]1[CH2:13][CH2:12][O:11][C@@H:10]([CH3:15])[C@@H:9]1[C:16]([O:18][CH2:19][CH3:20])=[O:17])[C:2]1[CH:3]=[CH:4][CH:5]=[CH:6][CH:7]=1. (4) Given the reactants [NH2:1][CH:2]1[CH2:11][C:10]2[C:5](=[CH:6][C:7]([Br:12])=[CH:8][CH:9]=2)[N:4]([OH:13])[C:3]1=[O:14].Cl.NC(CC1C=CC(Br)=CC=1[N+]([O-])=O)C(O)=O.O.O.[Sn](Cl)Cl, predict the reaction product. The product is: [NH2:1][C@@H:2]1[CH2:11][C:10]2[C:5](=[CH:6][C:7]([Br:12])=[CH:8][CH:9]=2)[N:4]([OH:13])[C:3]1=[O:14].